Dataset: NCI-60 drug combinations with 297,098 pairs across 59 cell lines. Task: Regression. Given two drug SMILES strings and cell line genomic features, predict the synergy score measuring deviation from expected non-interaction effect. (1) Drug 1: CN(C)C1=NC(=NC(=N1)N(C)C)N(C)C. Drug 2: C1C(C(OC1N2C=NC(=NC2=O)N)CO)O. Cell line: HCT-15. Synergy scores: CSS=7.82, Synergy_ZIP=-3.01, Synergy_Bliss=-0.00627, Synergy_Loewe=-13.4, Synergy_HSA=-2.48. (2) Drug 1: CCCCC(=O)OCC(=O)C1(CC(C2=C(C1)C(=C3C(=C2O)C(=O)C4=C(C3=O)C=CC=C4OC)O)OC5CC(C(C(O5)C)O)NC(=O)C(F)(F)F)O. Drug 2: CN(CC1=CN=C2C(=N1)C(=NC(=N2)N)N)C3=CC=C(C=C3)C(=O)NC(CCC(=O)O)C(=O)O. Cell line: HOP-92. Synergy scores: CSS=32.8, Synergy_ZIP=-4.34, Synergy_Bliss=-0.369, Synergy_Loewe=-1.53, Synergy_HSA=1.10. (3) Drug 1: CC1=C(C=C(C=C1)NC2=NC=CC(=N2)N(C)C3=CC4=NN(C(=C4C=C3)C)C)S(=O)(=O)N.Cl. Drug 2: C1=CC(=C2C(=C1NCCNCCO)C(=O)C3=C(C=CC(=C3C2=O)O)O)NCCNCCO. Cell line: SW-620. Synergy scores: CSS=47.3, Synergy_ZIP=15.2, Synergy_Bliss=10.0, Synergy_Loewe=-28.3, Synergy_HSA=3.54. (4) Drug 1: CC1=C(C(=CC=C1)Cl)NC(=O)C2=CN=C(S2)NC3=CC(=NC(=N3)C)N4CCN(CC4)CCO. Drug 2: CC12CCC3C(C1CCC2O)C(CC4=C3C=CC(=C4)O)CCCCCCCCCS(=O)CCCC(C(F)(F)F)(F)F. Cell line: IGROV1. Synergy scores: CSS=19.1, Synergy_ZIP=-0.997, Synergy_Bliss=5.84, Synergy_Loewe=-22.5, Synergy_HSA=5.69. (5) Drug 1: C1=CC(=CC=C1C#N)C(C2=CC=C(C=C2)C#N)N3C=NC=N3. Drug 2: C1=CC=C(C(=C1)C(C2=CC=C(C=C2)Cl)C(Cl)Cl)Cl. Cell line: OVCAR-8. Synergy scores: CSS=0.0280, Synergy_ZIP=-1.07, Synergy_Bliss=-3.38, Synergy_Loewe=0.256, Synergy_HSA=-4.51. (6) Drug 1: C1=C(C(=O)NC(=O)N1)N(CCCl)CCCl. Drug 2: CC1=C(C(=CC=C1)Cl)NC(=O)C2=CN=C(S2)NC3=CC(=NC(=N3)C)N4CCN(CC4)CCO. Cell line: HS 578T. Synergy scores: CSS=19.2, Synergy_ZIP=-3.47, Synergy_Bliss=4.74, Synergy_Loewe=1.80, Synergy_HSA=4.58. (7) Drug 1: C1C(C(OC1N2C=C(C(=O)NC2=O)F)CO)O. Drug 2: CC1C(C(CC(O1)OC2CC(CC3=C2C(=C4C(=C3O)C(=O)C5=C(C4=O)C(=CC=C5)OC)O)(C(=O)CO)O)N)O.Cl. Cell line: TK-10. Synergy scores: CSS=27.3, Synergy_ZIP=-6.48, Synergy_Bliss=-3.34, Synergy_Loewe=-2.19, Synergy_HSA=0.0263.